Dataset: Reaction yield outcomes from USPTO patents with 853,638 reactions. Task: Predict the reaction yield, written as a fraction of the theoretical maximum amount of product (1.0 means a 100% yield; for example, 0.34 means a 34% yield). (1) The reactants are Cl[CH2:2][Cl:3].ClC1C=CC(S([CH:14]([C:23]2[CH:28]=[C:27]([F:29])[CH:26]=[CH:25][C:24]=2[F:30])[C:15]2[N:20]=[CH:19][C:18](CN)=[CH:17][CH:16]=2)(=O)=O)=CC=1.C[N:32]1[CH2:37]COCC1.[C:38]([C:40]1[CH:41]=[C:42]([S:46](Cl)(=[O:48])=[O:47])[CH:43]=[CH:44][CH:45]=1)#[N:39]. The catalyst is CCCCCC. The product is [Cl:3][C:2]1[CH:44]=[CH:43][C:42]([S:46]([C:19]2[N:20]=[C:15]([CH2:14][C:23]3[CH:28]=[C:27]([F:29])[CH:26]=[CH:25][C:24]=3[F:30])[C:16]([CH2:37][NH:32][S:46]([C:42]3[CH:43]=[CH:44][CH:45]=[C:40]([C:38]#[N:39])[CH:41]=3)(=[O:48])=[O:47])=[CH:17][CH:18]=2)(=[O:48])=[O:47])=[CH:41][CH:40]=1. The yield is 0.590. (2) The reactants are [C:1]([N:4]1[CH2:9][CH2:8][N:7]([C:10]2[CH:17]=[CH:16][C:13]([CH:14]=O)=[CH:12][CH:11]=2)[CH2:6][CH2:5]1)(=[O:3])[CH3:2].[NH2:18][C:19]1[CH:27]=[C:26]([O:28][CH3:29])[CH:25]=[C:24]([O:30][CH3:31])[C:20]=1[C:21]([NH2:23])=[O:22].CC1C=CC(S(O)(=O)=O)=CC=1.OS([O-])=O.[Na+]. The catalyst is CC(N(C)C)=O.O. The product is [C:1]([N:4]1[CH2:9][CH2:8][N:7]([C:10]2[CH:17]=[CH:16][C:13]([C:14]3[NH:23][C:21](=[O:22])[C:20]4[C:19](=[CH:27][C:26]([O:28][CH3:29])=[CH:25][C:24]=4[O:30][CH3:31])[N:18]=3)=[CH:12][CH:11]=2)[CH2:6][CH2:5]1)(=[O:3])[CH3:2]. The yield is 0.900. (3) The reactants are [C:1]1([P:7](=[O:20])([C:14]2[CH:19]=[CH:18][CH:17]=[CH:16][CH:15]=2)[C:8]2[CH:13]=[CH:12][CH:11]=[CH:10][CH:9]=2)[CH:6]=[CH:5][CH:4]=[CH:3][CH:2]=1.C(Cl)(=O)C(Cl)=O.[Al].[Pb](Br)Br.Cl. The catalyst is C(#N)C. The product is [C:14]1([P:7]([C:1]2[CH:2]=[CH:3][CH:4]=[CH:5][CH:6]=2)[C:8]2[CH:13]=[CH:12][CH:11]=[CH:10][CH:9]=2)[CH:15]=[CH:16][CH:17]=[CH:18][CH:19]=1.[C:1]1([P:7](=[O:20])([C:8]2[CH:13]=[CH:12][CH:11]=[CH:10][CH:9]=2)[C:14]2[CH:19]=[CH:18][CH:17]=[CH:16][CH:15]=2)[CH:2]=[CH:3][CH:4]=[CH:5][CH:6]=1. The yield is 0.900.